This data is from Reaction yield outcomes from USPTO patents with 853,638 reactions. The task is: Predict the reaction yield, written as a fraction of the theoretical maximum amount of product (1.0 means a 100% yield; for example, 0.34 means a 34% yield). (1) The reactants are [I:1][C:2]1[CH:7]=[CH:6][CH:5]=[CH:4][C:3]=1[OH:8].F[C:10]1[CH:15]=[CH:14][CH:13]=[CH:12][C:11]=1[N+:16]([O-:18])=[O:17].C([O-])([O-])=O.[K+].[K+].[F-].[Cs+]. The catalyst is CS(C)=O. The product is [I:1][C:2]1[CH:7]=[CH:6][CH:5]=[CH:4][C:3]=1[O:8][C:10]1[CH:15]=[CH:14][CH:13]=[CH:12][C:11]=1[N+:16]([O-:18])=[O:17]. The yield is 0.930. (2) The reactants are [CH2:1]([NH:3][C:4]([NH:6][C:7]1[CH:12]=[CH:11][C:10](NC2N=C(N[C:10]3[CH:11]=[CH:12][C:7]([NH:6][C:4]([NH:3][CH2:1][CH3:2])=[O:5])=[CH:8][CH:9]=3)C(F)=CN=2)=[CH:9][CH:8]=1)=[O:5])[CH3:2].[NH2:34]C1C=CC=C(N)C=1.C(N=C=O)C.C(=O)([O-])[O-].[K+].[K+]. No catalyst specified. The product is [CH2:1]([NH:3][C:4]([NH:6][C:7]1[CH:12]=[C:11]([CH:10]=[CH:9][CH:8]=1)[NH2:34])=[O:5])[CH3:2]. The yield is 0.830. (3) The yield is 0.990. The product is [OH:2][C:3]1[CH:4]=[C:5]([C:9](=[O:13])[CH2:10][CH2:11][CH3:12])[CH:6]=[CH:7][CH:8]=1. The reactants are C[O:2][C:3]1[CH:4]=[C:5]([C:9](=[O:13])[CH2:10][CH2:11][CH3:12])[CH:6]=[CH:7][CH:8]=1.[Cl-].[Al+3].[Cl-].[Cl-]. No catalyst specified. (4) The reactants are [NH:1]1[C:5]2=[N:6][CH:7]=[CH:8][CH:9]=[C:4]2[CH:3]=[N:2]1.[OH-].[K+].[I:12]I. The catalyst is CN(C=O)C. The product is [I:12][C:3]1[C:4]2[C:5](=[N:6][CH:7]=[CH:8][CH:9]=2)[NH:1][N:2]=1. The yield is 0.840. (5) The reactants are Cl[C:2]1[C:7]([C:8]([O:10][CH3:11])=[O:9])=[CH:6][N:5]=[C:4]([N:12]2[CH2:17][CH2:16][N:15]3[C:18]4[CH:24]=[C:23]([S:25]([CH3:28])(=[O:27])=[O:26])[C:22]([C:29]([O:31][CH3:32])=[O:30])=[CH:21][C:19]=4[N:20]=[C:14]3[C@H:13]2[CH:33]([CH3:35])[CH3:34])[N:3]=1.[CH3:36]B1OB(C)OB(C)O1.C([O-])([O-])=O.[K+].[K+]. The catalyst is O1CCOCC1.C1C=CC([P]([Pd]([P](C2C=CC=CC=2)(C2C=CC=CC=2)C2C=CC=CC=2)([P](C2C=CC=CC=2)(C2C=CC=CC=2)C2C=CC=CC=2)[P](C2C=CC=CC=2)(C2C=CC=CC=2)C2C=CC=CC=2)(C2C=CC=CC=2)C2C=CC=CC=2)=CC=1. The product is [CH:33]([C@H:13]1[N:12]([C:4]2[N:3]=[C:2]([CH3:36])[C:7]([C:8]([O:10][CH3:11])=[O:9])=[CH:6][N:5]=2)[CH2:17][CH2:16][N:15]2[C:18]3[CH:24]=[C:23]([S:25]([CH3:28])(=[O:27])=[O:26])[C:22]([C:29]([O:31][CH3:32])=[O:30])=[CH:21][C:19]=3[N:20]=[C:14]12)([CH3:35])[CH3:34]. The yield is 0.750. (6) The product is [CH3:1][O:2][C:3]1[CH:4]=[C:5]([C:11]2[CH:19]=[CH:18][CH:17]=[C:16]3[C:12]=2[CH2:13][C:14](=[O:22])[NH:15]3)[CH:6]=[CH:7][C:8]=1[O:9][CH3:10]. The reactants are [CH3:1][O:2][C:3]1[CH:4]=[C:5]([C:11]2[CH:19]=[CH:18][CH:17]=[C:16]3[C:12]=2[CH:13]=[CH:14][NH:15]3)[CH:6]=[CH:7][C:8]=1[O:9][CH3:10].C([OH:22])C.C(O)(=O)C.[Br-].[Br-].[Br-].[NH+]1C=CC=CC=1.[NH+]1C=CC=CC=1.[NH+]1C=CC=CC=1. The yield is 0.650. The catalyst is CC(O)(C)C.[Zn].O. (7) The reactants are [CH2:1]([N:3]1[CH:7]=[C:6]([C:8]([OH:10])=O)[C:5]([CH3:11])=[N:4]1)[CH3:2].CN(C)C=O.C(Cl)(=O)C(Cl)=O.[NH2:23][C:24]1[CH:25]=[C:26]([CH:44]=[CH:45][C:46]=1[Cl:47])[O:27][C:28]1[CH:29]=[CH:30][C:31]2[N:32]([CH:34]=[C:35]([NH:37][C:38]([CH:40]3[CH2:42][CH:41]3[CH3:43])=[O:39])[N:36]=2)[N:33]=1. The product is [Cl:47][C:46]1[CH:45]=[CH:44][C:26]([O:27][C:28]2[CH:29]=[CH:30][C:31]3[N:32]([CH:34]=[C:35]([NH:37][C:38]([CH:40]4[CH2:42][CH:41]4[CH3:43])=[O:39])[N:36]=3)[N:33]=2)=[CH:25][C:24]=1[NH:23][C:8]([C:6]1[C:5]([CH3:11])=[N:4][N:3]([CH2:1][CH3:2])[CH:7]=1)=[O:10]. The yield is 0.280. The catalyst is CN(C)C(=O)C.O1CCCC1. (8) The reactants are C([NH:5][S:6]([C:9]1[S:10][C:11]([C:14]2[N:15]=[CH:16][N:17]([C:19]3[CH:24]=[C:23]([C:25]4[CH:30]=[CH:29][C:28]([C:31]([F:34])([F:33])[F:32])=[CH:27][CH:26]=4)[CH:22]=[C:21]([C:35]([F:38])([F:37])[F:36])[N:20]=3)[CH:18]=2)=[CH:12][CH:13]=1)(=[O:8])=[O:7])(C)(C)C.C(O)(C(F)(F)F)=O. No catalyst specified. The product is [F:38][C:35]([F:36])([F:37])[C:21]1[N:20]=[C:19]([N:17]2[CH:18]=[C:14]([C:11]3[S:10][C:9]([S:6]([NH2:5])(=[O:8])=[O:7])=[CH:13][CH:12]=3)[N:15]=[CH:16]2)[CH:24]=[C:23]([C:25]2[CH:26]=[CH:27][C:28]([C:31]([F:32])([F:33])[F:34])=[CH:29][CH:30]=2)[CH:22]=1. The yield is 0.940. (9) The yield is 0.550. The product is [CH3:1][O:2][C:3]1[C:8]([C:9]2[CH:14]=[CH:13][C:12]([O:15][CH3:16])=[CH:11][CH:10]=2)=[CH:7][C:6]([CH2:17][NH:43][CH:41]([C:36]2[CH:37]=[CH:38][CH:39]=[C:40]3[C:35]=2[CH2:34][CH2:33][N:32]3[CH3:31])[CH3:42])=[CH:5][CH:4]=1. No catalyst specified. The reactants are [CH3:1][O:2][C:3]1[C:8]([C:9]2[CH:14]=[CH:13][C:12]([O:15][CH3:16])=[CH:11][CH:10]=2)=[CH:7][C:6]([CH2:17]NC(C2C3C(=CC=CC=3)N=CC=2)C)=[CH:5][CH:4]=1.[CH3:31][N:32]1[C:40]2[C:35](=[C:36]([CH:41]([NH2:43])[CH3:42])[CH:37]=[CH:38][CH:39]=2)[CH2:34][CH2:33]1.COC1C(C2C=CC(OC)=CC=2)=CC(C=O)=CC=1.C([BH3-])#N.[Na+].